The task is: Predict the reactants needed to synthesize the given product.. This data is from Full USPTO retrosynthesis dataset with 1.9M reactions from patents (1976-2016). (1) Given the product [CH2:53]([O:52][C:50]([N:60]1[CH2:65][CH2:64][N:63]([C:12]([CH:11]2[CH2:10][CH2:9][N:8]([C:1]([O:3][C:4]([CH3:5])([CH3:6])[CH3:7])=[O:2])[CH2:16][CH2:15]2)=[O:14])[CH2:62][CH2:61]1)=[O:51])[C:54]1[CH:59]=[CH:58][CH:57]=[CH:56][CH:55]=1, predict the reactants needed to synthesize it. The reactants are: [C:1]([N:8]1[CH2:16][CH2:15][CH:11]([C:12]([OH:14])=O)[CH2:10][CH2:9]1)([O:3][C:4]([CH3:7])([CH3:6])[CH3:5])=[O:2].CN(C(ON1N=NC2C=CC=NC1=2)=[N+](C)C)C.F[P-](F)(F)(F)(F)F.CCN(C(C)C)C(C)C.[C:50]([N:60]1[CH2:65][CH2:64][NH:63][CH2:62][CH2:61]1)([O:52][CH2:53][C:54]1[CH:59]=[CH:58][CH:57]=[CH:56][CH:55]=1)=[O:51]. (2) Given the product [F:1][C:2]1[C:11]([F:12])=[CH:10][CH:9]=[C:8]([C:23]2[N:28]=[CH:27][CH:26]=[CH:25][N:24]=2)[C:3]=1[C:4]([O:6][CH3:7])=[O:5], predict the reactants needed to synthesize it. The reactants are: [F:1][C:2]1[C:11]([F:12])=[CH:10][CH:9]=[C:8](B2OC(C)(C)C(C)(C)O2)[C:3]=1[C:4]([O:6][CH3:7])=[O:5].Cl[C:23]1[N:28]=[CH:27][CH:26]=[CH:25][N:24]=1.C([O-])([O-])=O.[K+].[K+]. (3) Given the product [Cl:1][C:2]1[C:11]2[CH2:10][N:9]([C@H:12]([C:16]([CH3:18])([CH3:19])[CH3:17])[C:13]([N:24]3[CH2:27][CH:26]([C:28]#[N:29])[CH2:25]3)=[O:14])[C:8](=[O:20])[C:7]3=[CH:21][NH:22][C:5]([C:6]=23)=[N:4][CH:3]=1, predict the reactants needed to synthesize it. The reactants are: [Cl:1][C:2]1[C:11]2[CH2:10][N:9]([C@H:12]([C:16]([CH3:19])([CH3:18])[CH3:17])[C:13](O)=[O:14])[C:8](=[O:20])[C:7]3=[CH:21][NH:22][C:5]([C:6]=23)=[N:4][CH:3]=1.Cl.[NH:24]1[CH2:27][CH:26]([C:28]#[N:29])[CH2:25]1.CN(C(ON1N=NC2C=CC=NC1=2)=[N+](C)C)C.F[P-](F)(F)(F)(F)F.CN1CCOCC1. (4) Given the product [C:20]([O:19][C:17]([N:11]1[CH2:12][CH2:13][N:8]([CH2:1][C:2]2[CH:3]=[CH:4][CH:5]=[CH:6][CH:7]=2)[CH2:9][C@@H:10]1[CH2:14][CH2:15][CH3:16])=[O:18])([CH3:23])([CH3:22])[CH3:21], predict the reactants needed to synthesize it. The reactants are: [CH2:1]([N:8]1[CH2:13][CH2:12][NH:11][C@@H:10]([CH2:14][CH2:15][CH3:16])[CH2:9]1)[C:2]1[CH:7]=[CH:6][CH:5]=[CH:4][CH:3]=1.[C:17](O[C:17]([O:19][C:20]([CH3:23])([CH3:22])[CH3:21])=[O:18])([O:19][C:20]([CH3:23])([CH3:22])[CH3:21])=[O:18].CCN(C(C)C)C(C)C. (5) Given the product [Br:1][C:2]1[CH:3]=[CH:4][C:5]([CH:8]([CH:9]2[CH2:29][CH2:28]2)[N:10]2[CH2:15][CH2:14][C:13]([CH2:22][C:23]([CH3:25])=[CH2:24])([C:16]3[CH:17]=[CH:18][CH:19]=[CH:20][CH:21]=3)[O:12][C:11]2=[O:26])=[CH:6][CH:7]=1, predict the reactants needed to synthesize it. The reactants are: [Br:1][C:2]1[CH:7]=[CH:6][C:5]([C@@H:8]([N:10]2[CH2:15][CH2:14][C@@:13]([CH2:22][C:23]([CH3:25])=[CH2:24])([C:16]3[CH:21]=[CH:20][CH:19]=[CH:18][CH:17]=3)[O:12][C:11]2=[O:26])[CH3:9])=[CH:4][CH:3]=1.Br[C:28]1C=CC([C@@H](N2CC[C@](CC(C)=C)(C3C=CC=CC=3)OC2=O)C)=C[CH:29]=1. (6) Given the product [F:10][C:9]([F:12])([F:11])[C:3]1[CH:4]=[C:5]([OH:8])[CH:6]=[CH:7][C:2]=1[C:13]1[CH:18]=[CH:17][CH:16]=[CH:15][CH:14]=1, predict the reactants needed to synthesize it. The reactants are: Br[C:2]1[CH:7]=[CH:6][C:5]([OH:8])=[CH:4][C:3]=1[C:9]([F:12])([F:11])[F:10].[C:13]1(B(O)O)[CH:18]=[CH:17][CH:16]=[CH:15][CH:14]=1. (7) Given the product [NH2:61][C:62]1[CH:67]=[CH:66][CH:65]=[CH:64][C:63]=1[S:68][C:2]1[CH:21]=[CH:20][C:19]2[C:16]3=[C:17]4[C:18]5[C:9]([C:10](=[O:46])[N:11]([C:34]6[C:39]([CH:40]([CH3:42])[CH3:41])=[CH:38][CH:37]=[CH:36][C:35]=6[CH:43]([CH3:45])[CH3:44])[C:12](=[O:33])[C:13]=5[CH:14]=[C:15]3[O:22][C:23]3[CH:28]=[CH:27][C:26]([C:29]([CH3:32])([CH3:31])[CH3:30])=[CH:25][CH:24]=3)=[CH:8][C:7]([O:47][C:48]3[CH:53]=[CH:52][C:51]([C:54]([CH3:57])([CH3:56])[CH3:55])=[CH:50][CH:49]=3)=[C:6]4[C:5]3=[CH:58][CH:59]=[CH:60][C:3]=1[C:4]=23, predict the reactants needed to synthesize it. The reactants are: Br[C:2]1[CH:21]=[CH:20][C:19]2[C:16]3=[C:17]4[C:18]5[C:9]([C:10](=[O:46])[N:11]([C:34]6[C:39]([CH:40]([CH3:42])[CH3:41])=[CH:38][CH:37]=[CH:36][C:35]=6[CH:43]([CH3:45])[CH3:44])[C:12](=[O:33])[C:13]=5[CH:14]=[C:15]3[O:22][C:23]3[CH:28]=[CH:27][C:26]([C:29]([CH3:32])([CH3:31])[CH3:30])=[CH:25][CH:24]=3)=[CH:8][C:7]([O:47][C:48]3[CH:53]=[CH:52][C:51]([C:54]([CH3:57])([CH3:56])[CH3:55])=[CH:50][CH:49]=3)=[C:6]4[C:5]3=[CH:58][CH:59]=[CH:60][C:3]=1[C:4]=23.[NH2:61][C:62]1[CH:67]=[CH:66][CH:65]=[CH:64][C:63]=1[SH:68].C(=O)([O-])[O-].[K+].[K+].Cl.